Dataset: Full USPTO retrosynthesis dataset with 1.9M reactions from patents (1976-2016). Task: Predict the reactants needed to synthesize the given product. (1) Given the product [N:11]1[N:5]2[CH:6]=[CH:7][C:2]([C:1]([O:9][CH3:10])=[O:8])=[CH:3][C:4]2=[C:26]([C:25]([O:29][CH2:30][CH3:31])=[O:28])[CH:27]=1, predict the reactants needed to synthesize it. The reactants are: [C:1]([O:9][CH3:10])(=[O:8])[C:2]1[CH:7]=[CH:6][N:5]=[CH:4][CH:3]=1.[N+:11](C1C=C([N+]([O-])=O)C=CC=1ON)([O-])=O.[C:25]([O:29][CH2:30][CH3:31])(=[O:28])[C:26]#[CH:27].C(=O)([O-])[O-].[K+].[K+]. (2) Given the product [O:1]1[C:5]2[CH:6]=[CH:7][C:8]([C:10](=[O:13])[CH2:11][CH3:12])=[CH:9][C:4]=2[CH:3]=[CH:2]1, predict the reactants needed to synthesize it. The reactants are: [O:1]1[C:5]2[CH:6]=[CH:7][C:8]([C:10](=[O:13])[CH2:11][CH3:12])=[CH:9][C:4]=2[CH2:3][CH2:2]1.ClC1C(=O)C(C#N)=C(C#N)C(=O)C=1Cl. (3) Given the product [Cl:1][C:2]1[C:10]([Cl:11])=[CH:9][CH:8]=[CH:7][C:3]=1[C:4]([NH:30][CH2:29][C:16]1([C:19]2[CH:20]=[N:21][C:22]([C:25]([F:28])([F:27])[F:26])=[N:23][CH:24]=2)[CH2:17][CH2:18][C:13]([F:12])([F:31])[CH2:14][CH2:15]1)=[O:6], predict the reactants needed to synthesize it. The reactants are: [Cl:1][C:2]1[C:10]([Cl:11])=[CH:9][CH:8]=[CH:7][C:3]=1[C:4]([OH:6])=O.[F:12][C:13]1([F:31])[CH2:18][CH2:17][C:16]([CH2:29][NH2:30])([C:19]2[CH:20]=[N:21][C:22]([C:25]([F:28])([F:27])[F:26])=[N:23][CH:24]=2)[CH2:15][CH2:14]1. (4) Given the product [C:1]([O:5][C:6]([CH2:8][N:9]1[C:17]2[C:12](=[CH:13][C:14]([C:18]([OH:20])=[O:19])=[CH:15][CH:16]=2)[CH:11]=[CH:10]1)=[O:7])([CH3:4])([CH3:2])[CH3:3], predict the reactants needed to synthesize it. The reactants are: [C:1]([O:5][C:6]([CH2:8][N:9]1[C:17]2[C:12](=[CH:13][C:14]([C:18]([O:20]CC3C=CC=CC=3)=[O:19])=[CH:15][CH:16]=2)[CH:11]=[CH:10]1)=[O:7])([CH3:4])([CH3:3])[CH3:2].[H][H].